Dataset: Peptide-MHC class II binding affinity with 134,281 pairs from IEDB. Task: Regression. Given a peptide amino acid sequence and an MHC pseudo amino acid sequence, predict their binding affinity value. This is MHC class II binding data. (1) The peptide sequence is GVWVLAEPTKGKNER. The MHC is DRB4_0101 with pseudo-sequence DRB4_0103. The binding affinity (normalized) is 0.280. (2) The peptide sequence is AFKVAATAANAAAAN. The MHC is HLA-DPA10103-DPB10301 with pseudo-sequence HLA-DPA10103-DPB10301. The binding affinity (normalized) is 0.754. (3) The peptide sequence is LALGNQEGSLKTALT. The MHC is DRB1_0701 with pseudo-sequence DRB1_0701. The binding affinity (normalized) is 0. (4) The peptide sequence is GIFRSIQHLTATEEI. The MHC is DRB1_1101 with pseudo-sequence DRB1_1101. The binding affinity (normalized) is 0.799. (5) The peptide sequence is YAFVGVMYNLWKMKTK. The MHC is DRB1_1101 with pseudo-sequence DRB1_1101. The binding affinity (normalized) is 0. (6) The peptide sequence is ETLLRAVESYLLA. The MHC is DRB1_0101 with pseudo-sequence DRB1_0101. The binding affinity (normalized) is 0.834. (7) The peptide sequence is PLYKLVHVFINTQYA. The MHC is HLA-DQA10501-DQB10301 with pseudo-sequence HLA-DQA10501-DQB10301. The binding affinity (normalized) is 0.186. (8) The peptide sequence is EGRKVAIKGPLRISA. The MHC is DRB3_0202 with pseudo-sequence DRB3_0202. The binding affinity (normalized) is 0.427. (9) The peptide sequence is KTKEGVLYVGSKTKE. The MHC is HLA-DQA10501-DQB10201 with pseudo-sequence HLA-DQA10501-DQB10201. The binding affinity (normalized) is 0.